This data is from Full USPTO retrosynthesis dataset with 1.9M reactions from patents (1976-2016). The task is: Predict the reactants needed to synthesize the given product. (1) Given the product [CH2:25]([OH:26])[CH2:24][CH2:23][CH2:22][CH2:21][CH2:20][CH2:19][CH2:18][CH2:17][CH2:16][CH2:15][CH2:14][OH:27].[C:1]([OH:13])(=[O:12])[CH2:2][C:3]([CH2:8][C:9]([OH:11])=[O:10])([C:5]([OH:7])=[O:6])[OH:4], predict the reactants needed to synthesize it. The reactants are: [C:1]([OH:13])(=[O:12])[CH2:2][C:3]([CH2:8][C:9]([OH:11])=[O:10])([C:5]([OH:7])=[O:6])[OH:4].[CH2:14]([OH:27])[CH2:15][CH2:16][CH2:17][CH2:18][CH2:19][CH2:20][CH2:21][CH2:22][CH2:23][CH2:24][CH2:25][OH:26].CCNC(CC1C=CC2OCOC=2C=1)C. (2) The reactants are: [Cl:1][C:2]1[C:3]([C:9]2[N:14]=[C:13]([NH:15][CH2:16][CH:17]3[CH2:22][CH2:21][O:20][CH2:19][CH2:18]3)[CH:12]=[N:11][CH:10]=2)=[CH:4][C:5](F)=[N:6][CH:7]=1.CS(C)=O.[NH2:27][C@H:28]1[CH2:33][CH2:32][C@H:31]([OH:34])[CH2:30][CH2:29]1. Given the product [Cl:1][C:2]1[C:3]([C:9]2[CH:10]=[N:11][CH:12]=[C:13]([NH:15][CH2:16][CH:17]3[CH2:22][CH2:21][O:20][CH2:19][CH2:18]3)[N:14]=2)=[CH:4][C:5]([NH:27][C@H:28]2[CH2:33][CH2:32][C@H:31]([OH:34])[CH2:30][CH2:29]2)=[N:6][CH:7]=1, predict the reactants needed to synthesize it.